From a dataset of Full USPTO retrosynthesis dataset with 1.9M reactions from patents (1976-2016). Predict the reactants needed to synthesize the given product. Given the product [NH2:18][C:10]1[O:11][C@H:12]([C:14]([F:17])([F:15])[F:16])[CH2:13][C@:8]([C:6]2[CH:7]=[C:2]([NH:1][C:30](=[O:31])[C:27]3[C:26]([CH3:33])=[CH:25][C:24]([C:22]#[N:23])=[CH:29][N:28]=3)[CH:3]=[CH:4][C:5]=2[F:21])([CH2:19][F:20])[N:9]=1, predict the reactants needed to synthesize it. The reactants are: [NH2:1][C:2]1[CH:3]=[CH:4][C:5]([F:21])=[C:6]([C@:8]2([CH2:19][F:20])[CH2:13][C@@H:12]([C:14]([F:17])([F:16])[F:15])[O:11][C:10]([NH2:18])=[N:9]2)[CH:7]=1.[C:22]([C:24]1[CH:25]=[C:26]([CH3:33])[C:27]([C:30](O)=[O:31])=[N:28][CH:29]=1)#[N:23].